Dataset: Full USPTO retrosynthesis dataset with 1.9M reactions from patents (1976-2016). Task: Predict the reactants needed to synthesize the given product. (1) Given the product [NH2:7][C:8]1[S:9][C:10]2[CH2:19][CH2:18][C:17](=[O:20])[C:16]3[C:12](=[CH:13][N:14]([CH2:21][C:22]4[CH:27]=[CH:26][C:25]([O:28][CH3:29])=[CH:24][CH:23]=4)[N:15]=3)[C:11]=2[N:30]=1, predict the reactants needed to synthesize it. The reactants are: C(OC(=O)[NH:7][C:8]1[S:9][C:10]2[CH2:19][CH2:18][C:17](=[O:20])[C:16]3[C:12](=[CH:13][N:14]([CH2:21][C:22]4[CH:27]=[CH:26][C:25]([O:28][CH3:29])=[CH:24][CH:23]=4)[N:15]=3)[C:11]=2[N:30]=1)(C)(C)C. (2) Given the product [CH3:16][O:14][C:13]([C:9]1[C:8]([N+:5]([O-:7])=[O:6])=[CH:12][NH:11][N:10]=1)=[O:15], predict the reactants needed to synthesize it. The reactants are: S(Cl)(Cl)=O.[N+:5]([C:8]1[C:9]([C:13]([OH:15])=[O:14])=[N:10][NH:11][CH:12]=1)([O-:7])=[O:6].[CH3:16]O. (3) Given the product [NH2:1][C:2]1[N:3]=[CH:4][C:5]([C:21]([OH:20])([CH3:22])[CH3:12])=[CH:10][CH:11]=1, predict the reactants needed to synthesize it. The reactants are: [NH2:1][C:2]1[CH:11]=[CH:10][C:5](C(OC)=O)=[CH:4][N:3]=1.[CH3:12][Mg]Cl.[Cl-].[NH4+].C([O:20][CH2:21][CH3:22])(=O)C. (4) Given the product [CH3:14][C:9]1[C:8]([O:7][CH2:6][C:5]2[CH:4]=[N:3][N:2]([CH:26]3[CH2:27][CH2:28][N:23]([C:20]4[N:19]=[CH:18][C:17]([C:16]([F:15])([F:30])[F:31])=[CH:22][N:21]=4)[CH2:24][CH2:25]3)[N:1]=2)=[CH:13][CH:12]=[CH:11][N:10]=1, predict the reactants needed to synthesize it. The reactants are: [NH:1]1[C:5]([CH2:6][O:7][C:8]2[C:9]([CH3:14])=[N:10][CH:11]=[CH:12][CH:13]=2)=[CH:4][N:3]=[N:2]1.[F:15][C:16]([F:31])([F:30])[C:17]1[CH:18]=[N:19][C:20]([N:23]2[CH2:28][CH2:27][CH:26](O)[CH2:25][CH2:24]2)=[N:21][CH:22]=1.C1(P(C2C=CC=CC=2)C2C=CC=CC=2)C=CC=CC=1.CC(OC(/N=N/C(OC(C)(C)C)=O)=O)(C)C. (5) Given the product [C:30]1([CH:3]([CH2:4][CH2:5][CH3:6])[CH2:2][C:1]([O:8][CH2:9][CH3:10])=[O:7])[CH:31]=[CH:32][CH:33]=[CH:34][CH:35]=1, predict the reactants needed to synthesize it. The reactants are: [C:1]([O:8][CH2:9][CH3:10])(=[O:7])[CH2:2][CH2:3][CH2:4][CH:5]=[CH2:6].[C:30]1([B-]([C:30]2[CH:35]=[CH:34][CH:33]=[CH:32][CH:31]=2)([C:30]2[CH:35]=[CH:34][CH:33]=[CH:32][CH:31]=2)[C:30]2[CH:35]=[CH:34][CH:33]=[CH:32][CH:31]=2)[CH:35]=[CH:34][CH:33]=[CH:32][CH:31]=1.[Na+]. (6) The reactants are: [Cl:1][C:2]1[CH:3]=[CH:4][N:5]=[C:6]2[C:11]=1[N:10]=[CH:9][C:8]([NH2:12])=[CH:7]2.C(N(CC)CC)C.[CH3:20][O:21][CH2:22][C:23](Cl)=[O:24]. Given the product [Cl:1][C:2]1[CH:3]=[CH:4][N:5]=[C:6]2[C:11]=1[N:10]=[CH:9][C:8]([NH:12][C:23](=[O:24])[CH2:22][O:21][CH3:20])=[CH:7]2, predict the reactants needed to synthesize it. (7) Given the product [O:1]1[C:6]2[CH:7]=[CH:8][C:9]([S:11][C:12]3[CH:17]=[CH:16][C:15]([C:18]4[CH:19]=[CH:20][N:21]=[C:22]([N:40]5[CH2:41][CH2:42][N:37]([C:34](=[O:36])[CH3:35])[CH2:38][CH2:39]5)[CH:23]=4)=[CH:14][C:13]=3[C:24]([F:25])([F:26])[F:27])=[CH:10][C:5]=2[O:4][CH2:3][CH2:2]1, predict the reactants needed to synthesize it. The reactants are: [O:1]1[C:6]2[CH:7]=[CH:8][C:9]([S:11][C:12]3[CH:17]=[CH:16][C:15]([C:18]4[CH:23]=[CH:22][N:21]=[CH:20][CH:19]=4)=[CH:14][C:13]=3[C:24]([F:27])([F:26])[F:25])=[CH:10][C:5]=2[O:4][CH2:3][CH2:2]1.OC1CCNC1.[C:34]([N:37]1[CH2:42][CH2:41][NH:40][CH2:39][CH2:38]1)(=[O:36])[CH3:35].